From a dataset of Catalyst prediction with 721,799 reactions and 888 catalyst types from USPTO. Predict which catalyst facilitates the given reaction. (1) Reactant: [Cl:1][C:2]1[C:3]([N:8]([C@@H:28]2[CH2:33][CH2:32][CH2:31][N:30](C(OC(C)(C)C)=O)[CH2:29]2)[C:9](=[O:27])[C:10]2[CH:15]=[CH:14][C:13]([C:16]3[CH:17]=[N:18][N:19]([CH3:26])[C:20]=3[C:21]([O:23][CH2:24][CH3:25])=[O:22])=[CH:12][CH:11]=2)=[N:4][CH:5]=[CH:6][CH:7]=1.Cl. Product: [Cl:1][C:2]1[C:3]([N:8]([C@@H:28]2[CH2:33][CH2:32][CH2:31][NH:30][CH2:29]2)[C:9]([C:10]2[CH:15]=[CH:14][C:13]([C:16]3[CH:17]=[N:18][N:19]([CH3:26])[C:20]=3[C:21]([O:23][CH2:24][CH3:25])=[O:22])=[CH:12][CH:11]=2)=[O:27])=[N:4][CH:5]=[CH:6][CH:7]=1. The catalyst class is: 2. (2) Reactant: [CH3:1][C:2]1[N:6]=[C:5]([C:7]([NH:10]C(=O)OC(C)(C)C)([CH3:9])[CH3:8])[S:4][N:3]=1.O. Product: [CH3:8][C:7]([NH2:10])([C:5]1[S:4][N:3]=[C:2]([CH3:1])[N:6]=1)[CH3:9]. The catalyst class is: 601. (3) Reactant: [I:1][C:2]1[CH:10]=[C:6]([C:7](O)=[O:8])[C:5]([OH:11])=[CH:4][CH:3]=1.O=S(Cl)[Cl:14].CN(C=O)C. Product: [I:1][C:2]1[CH:10]=[C:6]([C:7]([Cl:14])=[O:8])[C:5]([OH:11])=[CH:4][CH:3]=1. The catalyst class is: 11.